Dataset: CYP1A2 inhibition data for predicting drug metabolism from PubChem BioAssay. Task: Regression/Classification. Given a drug SMILES string, predict its absorption, distribution, metabolism, or excretion properties. Task type varies by dataset: regression for continuous measurements (e.g., permeability, clearance, half-life) or binary classification for categorical outcomes (e.g., BBB penetration, CYP inhibition). Dataset: cyp1a2_veith. (1) The molecule is O=C(c1cnccn1)N1CCC2(CC1)CCN(c1ccccc1)CC2. The result is 0 (non-inhibitor). (2) The drug is O=C(/C=C/c1ccc(Cl)cc1)NCCSc1ccccc1. The result is 1 (inhibitor). (3) The compound is CC(Cc1ccccc1)NC(=O)CSc1nc2nc3c(cc2c(=O)n1-c1ccccc1)COC(C)(C)C3. The result is 0 (non-inhibitor).